From a dataset of Full USPTO retrosynthesis dataset with 1.9M reactions from patents (1976-2016). Predict the reactants needed to synthesize the given product. Given the product [NH2:1][CH2:4][C:5]1[O:9][C:8]([CH2:10][NH:11][C:12]([O:14][C:15]([CH3:17])([CH3:16])[CH3:18])=[O:13])=[N:7][C:6]=1[CH3:19], predict the reactants needed to synthesize it. The reactants are: [N:1]([CH2:4][C:5]1[O:9][C:8]([CH2:10][NH:11][C:12]([O:14][C:15]([CH3:18])([CH3:17])[CH3:16])=[O:13])=[N:7][C:6]=1[CH3:19])=[N+]=[N-].C1(P(C2C=CC=CC=2)C2C=CC=CC=2)C=CC=CC=1.O.